This data is from Forward reaction prediction with 1.9M reactions from USPTO patents (1976-2016). The task is: Predict the product of the given reaction. (1) Given the reactants C[O:2][C:3]1[CH:11]=[CH:10][CH:9]=[C:8]2[C:4]=1[CH2:5][NH:6][CH2:7]2.[BrH:12], predict the reaction product. The product is: [BrH:12].[OH:2][C:3]1[CH:11]=[CH:10][CH:9]=[C:8]2[C:4]=1[CH2:5][NH:6][CH2:7]2. (2) Given the reactants [CH3:1][O:2][C:3]([C:5]1[CH:10]=[CH:9][C:8](B(O)O)=[CH:7][CH:6]=1)=[O:4].Br[C:15]1[CH:25]=[CH:24][C:18]([C:19]([N:21]([CH3:23])[CH3:22])=[O:20])=[CH:17][CH:16]=1, predict the reaction product. The product is: [CH3:22][N:21]([CH3:23])[C:19]([C:18]1[CH:24]=[CH:25][C:15]([C:8]2[CH:9]=[CH:10][C:5]([C:3]([O:2][CH3:1])=[O:4])=[CH:6][CH:7]=2)=[CH:16][CH:17]=1)=[O:20]. (3) Given the reactants [C:1](NC(=O)[O-])([CH3:4])([CH3:3])[CH3:2].[C:9]([O-:12])([O-])=[O:10].[K+].[K+].Br[C:16]1[N:17]=[C:18]2[CH:24]=[C:23]([C:25]3[CH:30]=[CH:29][C:28]([C:31]4([CH3:36])[O:35][CH2:34][CH2:33][O:32]4)=[CH:27][CH:26]=3)[N:22]([CH2:37][O:38][CH2:39][CH2:40][Si:41]([CH3:44])([CH3:43])[CH3:42])[C:19]2=[N:20][CH:21]=1.C([Si](C)(C)C)#C.BrC1C(N)=[N:54]C=C(Br)N=1, predict the reaction product. The product is: [CH3:36][C:31]1([C:28]2[CH:29]=[CH:30][C:25]([C:23]3[N:22]([CH2:37][O:38][CH2:39][CH2:40][Si:41]([CH3:44])([CH3:43])[CH3:42])[C:19]4=[N:20][CH:21]=[C:16]([NH:54][C:9](=[O:10])[O:12][C:1]([CH3:4])([CH3:3])[CH3:2])[N:17]=[C:18]4[CH:24]=3)=[CH:26][CH:27]=2)[O:35][CH2:34][CH2:33][O:32]1. (4) The product is: [CH3:15][CH:14]([CH3:16])[CH2:13][CH:12]([NH:11][C:8]1[CH:7]=[N:6][C:5]([C:3]([OH:4])=[O:2])=[N:10][CH:9]=1)[C:17]1[CH:22]=[CH:21][C:20]([C:23]2[CH:24]=[CH:25][C:26]([C:29]([F:32])([F:31])[F:30])=[CH:27][CH:28]=2)=[CH:19][CH:18]=1. Given the reactants C[O:2][C:3]([C:5]1[N:10]=[CH:9][C:8]([NH:11][CH:12]([C:17]2[CH:22]=[CH:21][C:20]([C:23]3[CH:28]=[CH:27][C:26]([C:29]([F:32])([F:31])[F:30])=[CH:25][CH:24]=3)=[CH:19][CH:18]=2)[CH2:13][CH:14]([CH3:16])[CH3:15])=[CH:7][N:6]=1)=[O:4].[OH-].[Na+].Cl, predict the reaction product.